Dataset: Merck oncology drug combination screen with 23,052 pairs across 39 cell lines. Task: Regression. Given two drug SMILES strings and cell line genomic features, predict the synergy score measuring deviation from expected non-interaction effect. (1) Drug 1: COc1cc(C2c3cc4c(cc3C(OC3OC5COC(C)OC5C(O)C3O)C3COC(=O)C23)OCO4)cc(OC)c1O. Drug 2: CNC(=O)c1cc(Oc2ccc(NC(=O)Nc3ccc(Cl)c(C(F)(F)F)c3)cc2)ccn1. Cell line: NCIH2122. Synergy scores: synergy=-0.788. (2) Drug 1: COc1cc(C2c3cc4c(cc3C(OC3OC5COC(C)OC5C(O)C3O)C3COC(=O)C23)OCO4)cc(OC)c1O. Drug 2: COC1CC2CCC(C)C(O)(O2)C(=O)C(=O)N2CCCCC2C(=O)OC(C(C)CC2CCC(OP(C)(C)=O)C(OC)C2)CC(=O)C(C)C=C(C)C(O)C(OC)C(=O)C(C)CC(C)C=CC=CC=C1C. Cell line: MSTO. Synergy scores: synergy=41.6. (3) Drug 1: COc1cc(C2c3cc4c(cc3C(OC3OC5COC(C)OC5C(O)C3O)C3COC(=O)C23)OCO4)cc(OC)c1O. Drug 2: Cn1c(=O)n(-c2ccc(C(C)(C)C#N)cc2)c2c3cc(-c4cnc5ccccc5c4)ccc3ncc21. Cell line: SKOV3. Synergy scores: synergy=-12.5. (4) Drug 1: CCN(CC)CCNC(=O)c1c(C)[nH]c(C=C2C(=O)Nc3ccc(F)cc32)c1C. Drug 2: Cc1nc(Nc2ncc(C(=O)Nc3c(C)cccc3Cl)s2)cc(N2CCN(CCO)CC2)n1. Cell line: OCUBM. Synergy scores: synergy=7.95. (5) Drug 1: N.N.O=C(O)C1(C(=O)O)CCC1.[Pt]. Drug 2: CC1(c2nc3c(C(N)=O)cccc3[nH]2)CCCN1. Cell line: UACC62. Synergy scores: synergy=16.2. (6) Drug 1: COc1cccc2c1C(=O)c1c(O)c3c(c(O)c1C2=O)CC(O)(C(=O)CO)CC3OC1CC(N)C(O)C(C)O1. Drug 2: Cc1nc(Nc2ncc(C(=O)Nc3c(C)cccc3Cl)s2)cc(N2CCN(CCO)CC2)n1. Cell line: SKOV3. Synergy scores: synergy=9.90. (7) Drug 1: CC(=O)OC1C(=O)C2(C)C(O)CC3OCC3(OC(C)=O)C2C(OC(=O)c2ccccc2)C2(O)CC(OC(=O)C(O)C(NC(=O)c3ccccc3)c3ccccc3)C(C)=C1C2(C)C. Drug 2: O=C(NOCC(O)CO)c1ccc(F)c(F)c1Nc1ccc(I)cc1F. Cell line: SW837. Synergy scores: synergy=0.997.